From a dataset of Forward reaction prediction with 1.9M reactions from USPTO patents (1976-2016). Predict the product of the given reaction. (1) The product is: [NH2:1][C:2]1[C:7]2[C:8]([C:15]3[CH:16]=[CH:17][C:18]([F:19])=[C:13]([Cl:12])[CH:14]=3)=[CH:9][S:10][C:6]=2[CH:5]=[CH:4][N:3]=1. Given the reactants [NH2:1][C:2]1[C:7]2[C:8](Br)=[CH:9][S:10][C:6]=2[CH:5]=[CH:4][N:3]=1.[Cl:12][C:13]1[CH:14]=[C:15](B(O)O)[CH:16]=[CH:17][C:18]=1[F:19].C(=O)([O-])[O-].[Na+].[Na+].C1(S(O)(=O)=O)C=CC=CC=1, predict the reaction product. (2) Given the reactants [F:1][C:2]([F:13])([F:12])[C:3]1[C:11]2[CH2:10][CH2:9][CH2:8][CH2:7][C:6]=2[NH:5][N:4]=1.C(=O)([O-])[O-].[K+].[K+].[N+:20]([C:23]1[CH:30]=[CH:29][C:26]([CH2:27]Cl)=[CH:25][CH:24]=1)([O-:22])=[O:21], predict the reaction product. The product is: [N+:20]([C:23]1[CH:30]=[CH:29][C:26]([CH2:27][N:5]2[C:6]3[CH2:7][CH2:8][CH2:9][CH2:10][C:11]=3[C:3]([C:2]([F:1])([F:12])[F:13])=[N:4]2)=[CH:25][CH:24]=1)([O-:22])=[O:21].